This data is from Forward reaction prediction with 1.9M reactions from USPTO patents (1976-2016). The task is: Predict the product of the given reaction. (1) Given the reactants [F:1][C:2]([F:13])([F:12])[C:3]1[CH:11]=[CH:10][C:6]([C:7]([OH:9])=O)=[CH:5][N:4]=1.[NH:14]1[C:22]2[C:17](=[CH:18][C:19]([CH2:23][NH2:24])=[CH:20][CH:21]=2)[CH:16]=[CH:15]1.N, predict the reaction product. The product is: [NH:14]1[C:22]2[C:17](=[CH:18][C:19]([CH2:23][NH:24][C:7](=[O:9])[C:6]3[CH:10]=[CH:11][C:3]([C:2]([F:1])([F:13])[F:12])=[N:4][CH:5]=3)=[CH:20][CH:21]=2)[CH:16]=[CH:15]1. (2) Given the reactants [O:1]=[C:2]1[C:11]2[C:6](=[C:7]([C:12](O)=[O:13])[CH:8]=[CH:9][CH:10]=2)[O:5][C:4]([C:15]2[CH:20]=[CH:19][CH:18]=[C:17]([C:21]([F:24])([F:23])[F:22])[CH:16]=2)=[CH:3]1.[NH2:25][C:26]1[CH:27]=[N:28][CH:29]=[CH:30][CH:31]=1.CN(C(ON1N=NC2C=CC=NC1=2)=[N+](C)C)C.F[P-](F)(F)(F)(F)F.CCN(C(C)C)C(C)C, predict the reaction product. The product is: [O:1]=[C:2]1[C:11]2[C:6](=[C:7]([C:12]([NH:25][C:26]3[CH:27]=[N:28][CH:29]=[CH:30][CH:31]=3)=[O:13])[CH:8]=[CH:9][CH:10]=2)[O:5][C:4]([C:15]2[CH:20]=[CH:19][CH:18]=[C:17]([C:21]([F:23])([F:22])[F:24])[CH:16]=2)=[CH:3]1.